Task: Predict the reaction yield, written as a fraction of the theoretical maximum amount of product (1.0 means a 100% yield; for example, 0.34 means a 34% yield).. Dataset: Reaction yield outcomes from USPTO patents with 853,638 reactions The reactants are O([C:9]1[CH:18]=[CH:17][C:16]2[CH2:15][CH2:14][CH2:13][CH2:12][C:11]=2[C:10]=1[N+:19]([O-:21])=[O:20])S(C(F)(F)F)(=O)=O.[NH2:22][C:23]1[CH:24]=[C:25]([CH:28]=[CH:29][CH:30]=1)[C:26]#[N:27].C(=O)([O-])[O-].[K+].[K+].C1(P(C2C=CC=CC=2)C2C=CC=CC=2)C=CC=CC=1. The catalyst is C1C=CC([P]([Pd]([P](C2C=CC=CC=2)(C2C=CC=CC=2)C2C=CC=CC=2)([P](C2C=CC=CC=2)(C2C=CC=CC=2)C2C=CC=CC=2)[P](C2C=CC=CC=2)(C2C=CC=CC=2)C2C=CC=CC=2)(C2C=CC=CC=2)C2C=CC=CC=2)=CC=1.C1(C)C=CC=CC=1. The product is [N+:19]([C:10]1[C:11]2[CH2:12][CH2:13][CH2:14][CH2:15][C:16]=2[CH:17]=[CH:18][C:9]=1[NH:22][C:23]1[CH:24]=[C:25]([CH:28]=[CH:29][CH:30]=1)[C:26]#[N:27])([O-:21])=[O:20]. The yield is 0.860.